This data is from Reaction yield outcomes from USPTO patents with 853,638 reactions. The task is: Predict the reaction yield, written as a fraction of the theoretical maximum amount of product (1.0 means a 100% yield; for example, 0.34 means a 34% yield). (1) The reactants are Cl[C:2]1[N:7]=[C:6]([O:8][C:9]2[CH:37]=[CH:36][CH:35]=[CH:34][C:10]=2[CH2:11][NH:12][C:13]([NH:15][C:16]2[N:20]([C:21]3[CH:26]=[CH:25][C:24]([CH3:27])=[CH:23][CH:22]=3)[N:19]=[C:18]([C:28]3[CH:32]=[CH:31][O:30][C:29]=3[CH3:33])[CH:17]=2)=[O:14])[CH:5]=[CH:4][N:3]=1.C(=O)([O-])[O-].[Na+].[Na+].[NH:44]1[CH2:49][CH2:48][O:47][CH2:46][CH2:45]1. The catalyst is C(O)C. The product is [O:47]1[CH2:48][CH2:49][N:44]([C:2]2[N:7]=[C:6]([O:8][C:9]3[CH:37]=[CH:36][CH:35]=[CH:34][C:10]=3[CH2:11][NH:12][C:13]([NH:15][C:16]3[N:20]([C:21]4[CH:22]=[CH:23][C:24]([CH3:27])=[CH:25][CH:26]=4)[N:19]=[C:18]([C:28]4[CH:32]=[CH:31][O:30][C:29]=4[CH3:33])[CH:17]=3)=[O:14])[CH:5]=[CH:4][N:3]=2)[CH2:45][CH2:46]1. The yield is 0.850. (2) The reactants are [N+:1]([C:4]1[CH:12]=[C:11]2[C:7]([CH:8]=[CH:9][NH:10]2)=[CH:6][CH:5]=1)([O-:3])=[O:2].CCN(C(C)C)C(C)C.[C:22](Br)([CH3:25])([CH3:24])[CH3:23]. The catalyst is CCCC[N+](CCCC)(CCCC)CCCC.[I-].C1(C)C=CC=CC=1.[O-]S(C(F)(F)F)(=O)=O.[Zn+2].[O-]S(C(F)(F)F)(=O)=O. The product is [C:22]([C:8]1[C:7]2[C:11](=[CH:12][C:4]([N+:1]([O-:3])=[O:2])=[CH:5][CH:6]=2)[NH:10][CH:9]=1)([CH3:25])([CH3:24])[CH3:23]. The yield is 0.190. (3) The reactants are [CH2:1]([N:5]1[C:14]2[CH2:13][CH2:12][CH2:11][CH2:10][C:9]=2[CH:8]=[C:7]([C:15]([OH:17])=O)[C:6]1=[O:18])[CH2:2][CH2:3][CH3:4].S(Cl)(Cl)=O.[CH2:23]([NH2:31])[CH2:24][C:25]1[CH:30]=[CH:29][CH:28]=[CH:27][CH:26]=1.Cl. The catalyst is C1(C)C=CC=CC=1.CN(C=O)C. The product is [CH2:23]([NH:31][C:15]([C:7]1[C:6](=[O:18])[N:5]([CH2:1][CH2:2][CH2:3][CH3:4])[C:14]2[CH2:13][CH2:12][CH2:11][CH2:10][C:9]=2[CH:8]=1)=[O:17])[CH2:24][C:25]1[CH:30]=[CH:29][CH:28]=[CH:27][CH:26]=1. The yield is 0.740. (4) The reactants are [CH3:1][S:2][C:3]1[S:7]C(C(OC)=O)=[CH:5][C:4]=1[C:12](=[O:20])NC1C=CC=CC=1.COC(C1SC(C)=C(C(O)=S)C=1)=O.C(Cl)(=O)C([Cl:37])=O.C([N:43]([CH2:47][CH3:48])C(C)C)(C)C.[NH2:49][C:50]1[CH:55]=[CH:54][CH:53]=[CH:52][CH:51]=1.C[N:57](C=O)C. The catalyst is C(Cl)Cl.CCOC(C)=O. The product is [ClH:37].[CH3:1][S:2][C:3]1[S:7][C:48]([C:47]([NH2:43])=[NH:57])=[CH:5][C:4]=1[C:12](=[O:20])[NH:49][C:50]1[CH:55]=[CH:54][CH:53]=[CH:52][CH:51]=1. The yield is 0.680. (5) The reactants are [Cl:1][C:2]1[C:23]([F:24])=[CH:22][CH:21]=[C:20]([F:25])[C:3]=1[CH2:4][N:5]1[CH2:10][CH2:9][NH:8][C:7]2[N:11]=[CH:12][C:13]([C:15]3[CH:16]=[N:17][NH:18][CH:19]=3)=[CH:14][C:6]1=2.C(=O)([O-])[O-].[Cs+].[Cs+].Cl.[CH3:33][N:34]([CH3:38])[CH2:35][CH2:36]Cl. The catalyst is CN(C=O)C. The product is [Cl:1][C:2]1[C:23]([F:24])=[CH:22][CH:21]=[C:20]([F:25])[C:3]=1[CH2:4][N:5]1[CH2:10][CH2:9][NH:8][C:7]2[N:11]=[CH:12][C:13]([C:15]3[CH:19]=[N:18][N:17]([CH2:36][CH2:35][N:34]([CH3:38])[CH3:33])[CH:16]=3)=[CH:14][C:6]1=2. The yield is 0.0900. (6) The reactants are C1C=CC2N(O)N=NC=2C=1.[O:11]=[C:12]([N:17]1[CH2:22][CH2:21][N:20]([C:23](=[O:34])[C:24]2[CH:29]=[CH:28][CH:27]=[CH:26][C:25]=2[C:30]([F:33])([F:32])[F:31])[CH2:19][CH2:18]1)[CH2:13][C:14]([OH:16])=O.CCN=C=NCCCN(C)C.Cl.[C:47]1([C:53]2[CH:54]=[CH:55][C:56]([NH2:59])=[N:57][CH:58]=2)[CH:52]=[CH:51][CH:50]=[CH:49][CH:48]=1. The catalyst is CN(C1C=CN=CC=1)C.CN(C=O)C.O. The product is [O:11]=[C:12]([N:17]1[CH2:18][CH2:19][N:20]([C:23](=[O:34])[C:24]2[CH:29]=[CH:28][CH:27]=[CH:26][C:25]=2[C:30]([F:33])([F:32])[F:31])[CH2:21][CH2:22]1)[CH2:13][C:14]([NH:59][C:56]1[CH:55]=[CH:54][C:53]([C:47]2[CH:52]=[CH:51][CH:50]=[CH:49][CH:48]=2)=[CH:58][N:57]=1)=[O:16]. The yield is 0.380. (7) The yield is 0.600. The product is [CH:35]1([C:38]([NH:1][C:2]2[N:27]=[C:5]3[CH:6]=[CH:7][C:8]([O:10][C:11]4[CH:12]=[C:13]([NH:17][C:18]([C:20]5[N:24]([CH3:25])[N:23]=[C:22]([CH3:26])[CH:21]=5)=[O:19])[CH:14]=[CH:15][CH:16]=4)=[CH:9][N:4]3[N:3]=2)=[O:39])[CH2:37][CH2:36]1. The reactants are [NH2:1][C:2]1[N:27]=[C:5]2[CH:6]=[CH:7][C:8]([O:10][C:11]3[CH:12]=[C:13]([NH:17][C:18]([C:20]4[N:24]([CH3:25])[N:23]=[C:22]([CH3:26])[CH:21]=4)=[O:19])[CH:14]=[CH:15][CH:16]=3)=[CH:9][N:4]2[N:3]=1.C(N(CC)CC)C.[CH:35]1([C:38](Cl)=[O:39])[CH2:37][CH2:36]1. The catalyst is O1CCCC1.O.